From a dataset of Catalyst prediction with 721,799 reactions and 888 catalyst types from USPTO. Predict which catalyst facilitates the given reaction. (1) Reactant: [CH3:1][C:2]1[CH:3]=[N+:4]([O-])[CH:5]=[CH:6][C:7]=1[CH3:8].[CH3:10][N:11](C)C(Cl)=O.C[Si](C#N)(C)C. Product: [C:10]([C:5]1[N:4]=[CH:3][C:2]([CH3:1])=[C:7]([CH3:8])[CH:6]=1)#[N:11]. The catalyst class is: 2. (2) Product: [Br:22][C:19]1[CH:20]=[CH:21][C:16]([CH2:15][N:1]2[C:9]3[C:4](=[CH:5][C:6]([C:10]([O:12][CH3:13])=[O:11])=[CH:7][CH:8]=3)[CH:3]=[CH:2]2)=[CH:17][CH:18]=1. The catalyst class is: 3. Reactant: [NH:1]1[C:9]2[C:4](=[CH:5][C:6]([C:10]([O:12][CH3:13])=[O:11])=[CH:7][CH:8]=2)[CH:3]=[CH:2]1.Br[CH2:15][C:16]1[CH:21]=[CH:20][C:19]([Br:22])=[CH:18][CH:17]=1.[H-].[Na+].CO. (3) Reactant: C1(C(C2C=CC=CC=2)[N:8]2[CH2:11][C:10]([CH2:15][CH3:16])([N:12]([CH3:14])[CH3:13])[CH2:9]2)C=CC=CC=1.[ClH:23]. Product: [ClH:23].[ClH:23].[CH2:15]([C:10]1([N:12]([CH3:14])[CH3:13])[CH2:11][NH:8][CH2:9]1)[CH3:16]. The catalyst class is: 261. (4) Reactant: [N-]([S:9]([C:12]([F:15])([F:14])[F:13])(=[O:11])=[O:10])[S:9]([C:12]([F:15])([F:14])[F:13])(=[O:11])=[O:10].[CH2:16]([NH:18][C:19]([NH:21][C:22]1[S:23][C:24]2[C:30](/[C:31](/[CH3:35])=[N:32]/[O:33][CH3:34])=[CH:29][C:28]([OH:36])=[CH:27][C:25]=2[N:26]=1)=[O:20])[CH3:17].C(N(CC)CC)C. Product: [CH2:16]([NH:18][C:19]([NH:21][C:22]1[S:23][C:24]2[C:30](/[C:31](/[CH3:35])=[N:32]/[O:33][CH3:34])=[CH:29][C:28]([O:36][S:9]([C:12]([F:13])([F:14])[F:15])(=[O:10])=[O:11])=[CH:27][C:25]=2[N:26]=1)=[O:20])[CH3:17]. The catalyst class is: 31.